Predict the reactants needed to synthesize the given product. From a dataset of Full USPTO retrosynthesis dataset with 1.9M reactions from patents (1976-2016). (1) Given the product [C:37]([C:36]1[CH:39]=[CH:40][C:33]([S:32]([C:11]2[CH:12]=[C:7]([C:5]([NH:4][CH:1]3[CH2:3][CH2:2]3)=[O:6])[C:8](=[O:23])[N:9]([C:15]3[CH:20]=[C:19]([F:21])[CH:18]=[C:17]([F:22])[CH:16]=3)[C:10]=2[CH3:14])=[O:41])=[CH:34][CH:35]=1)#[N:38], predict the reactants needed to synthesize it. The reactants are: [CH:1]1([NH:4][C:5]([C:7]2[C:8](=[O:23])[N:9]([C:15]3[CH:20]=[C:19]([F:21])[CH:18]=[C:17]([F:22])[CH:16]=3)[C:10]([CH3:14])=[C:11](I)[CH:12]=2)=[O:6])[CH2:3][CH2:2]1.[C@@H]1(N)CCCC[C@H]1N.[SH:32][C:33]1[CH:40]=[CH:39][C:36]([C:37]#[N:38])=[CH:35][CH:34]=1.[OH2:41]. (2) Given the product [Cl:33][C:34]1([Cl:50])[CH:36]([C:37]2[CH:42]=[CH:41][C:40]([O:13][CH2:12][CH2:11][C:2]3[CH:3]=[CH:4][C:5]4[CH2:6][CH2:7][CH2:8][NH:9][C:10]=4[N:1]=3)=[CH:39][CH:38]=2)[CH:35]1[CH2:44][C:45]([OH:47])=[O:46], predict the reactants needed to synthesize it. The reactants are: [N:1]1[C:10]2[NH:9][CH2:8][CH2:7][CH2:6][C:5]=2[CH:4]=[CH:3][C:2]=1[CH2:11][CH2:12][OH:13].C1C=CC(P(C2C=CC=CC=2)C2C=CC=CC=2)=CC=1.[Cl:33][C:34]1([Cl:50])[CH:36]([C:37]2[CH:42]=[CH:41][C:40](O)=[CH:39][CH:38]=2)[CH:35]1[CH2:44][C:45]([O:47]CC)=[O:46].N(C(OC(C)C)=O)=NC(OC(C)C)=O.C(O)(C(F)(F)F)=O.